This data is from Peptide-MHC class I binding affinity with 185,985 pairs from IEDB/IMGT. The task is: Regression. Given a peptide amino acid sequence and an MHC pseudo amino acid sequence, predict their binding affinity value. This is MHC class I binding data. The peptide sequence is APRTLVYLL. The MHC is Mamu-A2601 with pseudo-sequence Mamu-A2601. The binding affinity (normalized) is 0.